Dataset: Forward reaction prediction with 1.9M reactions from USPTO patents (1976-2016). Task: Predict the product of the given reaction. (1) Given the reactants N(OCCC(C)C)=O.[N+:9]1([O-:20])[C:14]2[CH:15]=[CH:16][CH:17]=[CH:18][C:13]=2[N:12]=[C:11](N)[N:10]=1, predict the reaction product. The product is: [N+:9]1([O-:20])[C:14]2[CH:15]=[CH:16][CH:17]=[CH:18][C:13]=2[N:12]=[CH:11][N:10]=1. (2) Given the reactants [C:1]12[C:7](=[CH:8][CH:9]=[CH:10][CH:11]=1)[NH:6]C(=O)[O:4][C:2]2=O.[Br:13][C:14]1[CH:20]=[CH:19][C:17]([NH2:18])=[CH:16][CH:15]=1, predict the reaction product. The product is: [NH2:6][C:7]1[CH:8]=[CH:9][CH:10]=[CH:11][C:1]=1[C:2]([NH:18][C:17]1[CH:19]=[CH:20][C:14]([Br:13])=[CH:15][CH:16]=1)=[O:4].